From a dataset of Reaction yield outcomes from USPTO patents with 853,638 reactions. Predict the reaction yield, written as a fraction of the theoretical maximum amount of product (1.0 means a 100% yield; for example, 0.34 means a 34% yield). The reactants are [NH2:1][CH2:2][C:3]([C:5]1[CH:6]=[C:7]([CH:12]=[CH:13][CH:14]=1)[C:8]([O:10][CH3:11])=[O:9])=[O:4].N1C=CC=CC=1.[CH:21]([C:24]1[CH:32]=[CH:31][C:27]([C:28](Cl)=[O:29])=[CH:26][CH:25]=1)([CH3:23])[CH3:22]. The catalyst is C1COCC1. The product is [CH:21]([C:24]1[CH:25]=[CH:26][C:27]([C:28]([NH:1][CH2:2][C:3]([C:5]2[CH:6]=[C:7]([CH:12]=[CH:13][CH:14]=2)[C:8]([O:10][CH3:11])=[O:9])=[O:4])=[O:29])=[CH:31][CH:32]=1)([CH3:23])[CH3:22]. The yield is 0.677.